From a dataset of HIV replication inhibition screening data with 41,000+ compounds from the AIDS Antiviral Screen. Binary Classification. Given a drug SMILES string, predict its activity (active/inactive) in a high-throughput screening assay against a specified biological target. (1) The molecule is COc1ccc(CCN(C)C(=O)CC(C#N)(c2ccccc2)c2ccc(OC)c(OC)c2)cc1OC. The result is 0 (inactive). (2) The molecule is O=[N+]([O-])C(=C1NCCN1)C(Cl)=C(Cl)Br. The result is 0 (inactive). (3) The compound is Cc1c2ccc(Cl)cc2nc2ccc(OCCCCCCNC(=O)CCCNC(=N)N)cc12.Cl. The result is 0 (inactive). (4) The drug is O=C(O)c1cc(=O)c2[nH]c3ccccc3c2s1. The result is 0 (inactive). (5) The compound is NC(=O)C(=CN1C(=O)C(=Cc2cccc(O)c2)SC1=S)C(N)=O. The result is 0 (inactive). (6) The result is 0 (inactive). The molecule is O=C(Nc1ccc(N=Nc2ccc(O)c(C(=O)O)c2)cc1)Nc1ccc(N=Nc2ccc(O)c(C(=O)O)c2)cc1. (7) The drug is O=S(=O)(O)c1ccc(Sc2ccc(S(=O)(=O)O)cc2)cc1. The result is 0 (inactive). (8) The drug is COC(=O)C(Cc1ccccc1)NC(=O)N(CCC#N)CCN(C(=O)NC(Cc1ccccc1)C(=O)OC)c1ccccc1. The result is 0 (inactive). (9) The molecule is CCCN=c1ssc(=O)n1CCC. The result is 0 (inactive). (10) The result is 0 (inactive). The compound is COC(=O)C1=CC(O)CCC1c1ccc(OC)cc1.